From a dataset of Peptide-MHC class II binding affinity with 134,281 pairs from IEDB. Regression. Given a peptide amino acid sequence and an MHC pseudo amino acid sequence, predict their binding affinity value. This is MHC class II binding data. (1) The peptide sequence is AAPANDKFTVFEAAF. The MHC is DRB1_0301 with pseudo-sequence DRB1_0301. The binding affinity (normalized) is 0.0438. (2) The peptide sequence is FAVVDLNKMRAVWVDGKART. The MHC is DRB1_0301 with pseudo-sequence DRB1_0301. The binding affinity (normalized) is 0.817. (3) The peptide sequence is RYFLMAFANQIHHID. The MHC is DRB1_0404 with pseudo-sequence DRB1_0404. The binding affinity (normalized) is 0.818. (4) The peptide sequence is EKKYFAATQFGPLAA. The binding affinity (normalized) is 0.689. The MHC is DRB1_1001 with pseudo-sequence DRB1_1001. (5) The peptide sequence is AKKVAATAANAAPAN. The MHC is DRB1_0401 with pseudo-sequence DRB1_0401. The binding affinity (normalized) is 0.303. (6) The peptide sequence is EKKYFAAMQFEPLAA. The MHC is HLA-DQA10401-DQB10402 with pseudo-sequence HLA-DQA10401-DQB10402. The binding affinity (normalized) is 0.469. (7) The peptide sequence is ASIIRLVGAVLAEQH. The MHC is HLA-DQA10102-DQB10602 with pseudo-sequence HLA-DQA10102-DQB10602. The binding affinity (normalized) is 0.833. (8) The peptide sequence is HDGGCRKELAAVSVD. The MHC is DRB5_0101 with pseudo-sequence DRB5_0101. The binding affinity (normalized) is 0.146. (9) The peptide sequence is SAIRAAPEAARSLAS. The MHC is DRB1_0901 with pseudo-sequence DRB1_0901. The binding affinity (normalized) is 0. (10) The peptide sequence is EGKIILVAVHVASGYIE. The MHC is DRB1_1101 with pseudo-sequence DRB1_1101. The binding affinity (normalized) is 0.467.